From a dataset of Catalyst prediction with 721,799 reactions and 888 catalyst types from USPTO. Predict which catalyst facilitates the given reaction. (1) Reactant: C([O:3][C:4](=[O:19])[CH:5]([S:8][C:9]1[S:10][C:11]2[CH:17]=[CH:16][C:15]([Cl:18])=[CH:14][C:12]=2[N:13]=1)[CH2:6][CH3:7])C.[OH-].[K+]. Product: [Cl:18][C:15]1[CH:16]=[CH:17][C:11]2[S:10][C:9]([S:8][CH:5]([CH2:6][CH3:7])[C:4]([OH:19])=[O:3])=[N:13][C:12]=2[CH:14]=1. The catalyst class is: 40. (2) The catalyst class is: 67. Reactant: C([SiH](CC)CC)C.[N+:8]([C:11]1[CH:19]=[CH:18][CH:17]=[C:16]2[C:12]=1[C:13]([C:20](=O)[C:21]([O:23][CH3:24])=[O:22])=[CH:14][NH:15]2)([O-:10])=[O:9]. Product: [N+:8]([C:11]1[CH:19]=[CH:18][CH:17]=[C:16]2[C:12]=1[CH:13]([CH2:20][C:21]([O:23][CH3:24])=[O:22])[CH2:14][NH:15]2)([O-:10])=[O:9].